This data is from Catalyst prediction with 721,799 reactions and 888 catalyst types from USPTO. The task is: Predict which catalyst facilitates the given reaction. (1) Reactant: [CH2:1]([N:7]1[C:11](=[O:12])[N:10]([CH2:13][C:14]2[CH:19]=[CH:18][C:17]([CH3:20])=[CH:16][CH:15]=2)[N:9]=[C:8]1[CH2:21][OH:22])[CH2:2][CH2:3][CH2:4][CH2:5][CH3:6].C([O:27][C:28](=[O:43])[C:29]([CH3:42])([O:31][C:32]1[CH:37]=[CH:36][C:35]([CH2:38][C:39](O)=[O:40])=[CH:34][CH:33]=1)[CH3:30])(C)(C)C.C(Cl)CCl. Product: [CH2:1]([N:7]1[C:11](=[O:12])[N:10]([CH2:13][C:14]2[CH:15]=[CH:16][C:17]([CH3:20])=[CH:18][CH:19]=2)[N:9]=[C:8]1[CH2:21][O:22][C:39](=[O:40])[CH2:38][C:35]1[CH:34]=[CH:33][C:32]([O:31][C:29]([CH3:42])([CH3:30])[C:28]([OH:43])=[O:27])=[CH:37][CH:36]=1)[CH2:2][CH2:3][CH2:4][CH2:5][CH3:6]. The catalyst class is: 79. (2) Reactant: [F:1][C:2]1[CH:7]=[C:6]([C:8]2[CH:13]=[CH:12][C:11]([S:14]([CH3:17])(=[O:16])=[O:15])=[CH:10][N:9]=2)[CH:5]=[CH:4][C:3]=1[OH:18].CS(O[CH2:24][CH:25]1[CH2:30][CH2:29][N:28]([C:31]([O:33][CH:34]([CH3:36])[CH3:35])=[O:32])[CH2:27][CH2:26]1)(=O)=O.C([O-])([O-])=O.[K+].[K+].O. Product: [F:1][C:2]1[CH:7]=[C:6]([C:8]2[CH:13]=[CH:12][C:11]([S:14]([CH3:17])(=[O:15])=[O:16])=[CH:10][N:9]=2)[CH:5]=[CH:4][C:3]=1[O:18][CH2:24][CH:25]1[CH2:30][CH2:29][N:28]([C:31]([O:33][CH:34]([CH3:36])[CH3:35])=[O:32])[CH2:27][CH2:26]1. The catalyst class is: 3. (3) Reactant: Cl.[NH2:2][C@H:3]([C:11]([O:13][CH3:14])=[O:12])[CH2:4][C:5]1[CH:10]=[CH:9][CH:8]=[CH:7][CH:6]=1.C(N(CC)CC)C.Cl[C:23]([O:25][CH:26]([CH3:28])[CH3:27])=[O:24]. The catalyst class is: 134. Product: [CH:26]([O:25][C:23]([NH:2][C@H:3]([C:11]([O:13][CH3:14])=[O:12])[CH2:4][C:5]1[CH:10]=[CH:9][CH:8]=[CH:7][CH:6]=1)=[O:24])([CH3:28])[CH3:27]. (4) Reactant: [CH3:1][O:2][C:3]1[CH:4]=[CH:5][C:6]2[N:10]=[C:9]([S@:11]([CH2:13][C:14]3[C:19]([CH3:20])=[C:18]([O:21][CH3:22])[C:17]([CH3:23])=[CH:16][N:15]=3)=[O:12])[NH:8][C:7]=2[CH:24]=1.[OH-].[Na+].C1(C)C=CC=CC=1.[Na:34].COC1C=CC2N=C(S(CC3C(C)=C(OC)C(C)=CN=3)=O)NC=2C=1. Product: [Na:34].[CH3:1][O:2][C:3]1[CH:4]=[CH:5][C:6]2[N:10]=[C:9]([S@:11]([CH2:13][C:14]3[C:19]([CH3:20])=[C:18]([O:21][CH3:22])[C:17]([CH3:23])=[CH:16][N:15]=3)=[O:12])[NH:8][C:7]=2[CH:24]=1. The catalyst class is: 311. (5) Reactant: [Br:1][C:2]1[CH:13]=[CH:12][C:11]([OH:14])=[CH:10][C:3]=1[CH2:4][C@H:5]([C:7]([OH:9])=[O:8])[NH2:6].[CH2:15]=O. Product: [Br:1][C:2]1[CH:13]=[CH:12][C:11]([OH:14])=[C:10]2[C:3]=1[CH2:4][C@H:5]([C:7]([OH:9])=[O:8])[NH:6][CH2:15]2. The catalyst class is: 126.